Dataset: Reaction yield outcomes from USPTO patents with 853,638 reactions. Task: Predict the reaction yield, written as a fraction of the theoretical maximum amount of product (1.0 means a 100% yield; for example, 0.34 means a 34% yield). (1) The reactants are [CH3:1][O:2][C:3]([C:5]1[CH:14]=[C:13](Cl)[C:12]2[C:7](=[C:8]([O:16][CH3:17])[CH:9]=[CH:10][CH:11]=2)[N:6]=1)=[O:4].CO[C:20]1[CH:25]=[CH:24][C:23](B(O)O)=[CH:22][CH:21]=1.C1(B(O)O)C=CC=CC=1. No catalyst specified. The product is [CH3:1][O:2][C:3]([C:5]1[CH:14]=[C:13]([C:20]2[CH:25]=[CH:24][CH:23]=[CH:22][CH:21]=2)[C:12]2[C:7](=[C:8]([O:16][CH3:17])[CH:9]=[CH:10][CH:11]=2)[N:6]=1)=[O:4]. The yield is 0.550. (2) The reactants are I[C:2]1[CH:11]=[CH:10][C:5]([C:6]([O:8][CH3:9])=[O:7])=[CH:4][CH:3]=1.[Cl-].[Li+].C([Mg]Cl)(C)C.[CH3:19][C:20]([CH3:25])([CH3:24])[CH2:21][CH:22]=[O:23].O. The catalyst is O1CCCC1. The product is [OH:23][CH:22]([C:2]1[CH:11]=[CH:10][C:5]([C:6]([O:8][CH3:9])=[O:7])=[CH:4][CH:3]=1)[CH2:21][C:20]([CH3:25])([CH3:24])[CH3:19]. The yield is 0.950.